This data is from Forward reaction prediction with 1.9M reactions from USPTO patents (1976-2016). The task is: Predict the product of the given reaction. (1) Given the reactants [Cl:1][C:2]1[C:3]([N:8]2[CH2:13][CH2:12][N:11]([CH2:14][CH2:15][N:16]([CH3:27])[S:17]([C:20]3[C:21]([CH3:26])=[N:22][N:23]([CH3:25])[CH:24]=3)(=[O:19])=[O:18])[CH2:10][CH2:9]2)=[N:4][CH:5]=[CH:6][N:7]=1.[CH3:28][O:29][CH2:30][C:31]1[CH:36]=[CH:35][C:34](B(O)O)=[CH:33][CH:32]=1.C(=O)([O-])[O-].[K+].[K+].CC(C)=O, predict the reaction product. The product is: [ClH:1].[CH3:28][O:29][CH2:30][C:31]1[CH:36]=[CH:35][C:34]([C:2]2[C:3]([N:8]3[CH2:13][CH2:12][N:11]([CH2:14][CH2:15][N:16]([CH3:27])[S:17]([C:20]4[C:21]([CH3:26])=[N:22][N:23]([CH3:25])[CH:24]=4)(=[O:19])=[O:18])[CH2:10][CH2:9]3)=[N:4][CH:5]=[CH:6][N:7]=2)=[CH:33][CH:32]=1. (2) Given the reactants [CH3:1][C:2]1[CH2:7][CH2:6][CH2:5][C:4]([CH3:9])([CH3:8])[C:3]=1/[CH:10]=[CH:11]/[C:12]([CH3:14])=O.[CH2:15]([O:17]P(CC(O)=O)(=O)OCC)[CH3:16].[NH2-].[Na+].C([O-])(=O)C.[H-].[Al+3].[Li+].[H-].[H-].[H-], predict the reaction product. The product is: [CH3:1][C:2]1[C@@H:3](/[CH:10]=[CH:11]/[C:12](/[CH3:14])=[CH:16]\[CH:15]=[O:17])[C:4]([CH3:9])([CH3:8])[CH2:5][CH2:6][CH:7]=1. (3) Given the reactants [NH2:1][C:2]1[C:3]([C:10]([O:12][CH3:13])=[O:11])=[N:4][C:5](Br)=[C:6]([F:8])[CH:7]=1.[F:14][C:15]1[CH:20]=[CH:19][CH:18]=[CH:17][C:16]=1B(O)O, predict the reaction product. The product is: [NH2:1][C:2]1[C:3]([C:10]([O:12][CH3:13])=[O:11])=[N:4][C:5]([C:16]2[CH:17]=[CH:18][CH:19]=[CH:20][C:15]=2[F:14])=[C:6]([F:8])[CH:7]=1. (4) Given the reactants Br[C:2]1[CH:3]=[C:4]2[C:31](=[CH:32][CH:33]=1)[C:8]1[NH:9][C:10]([C@@H:12]3[CH2:16][C@H:15]([CH2:17][O:18][CH3:19])[CH2:14][N:13]3[C:20](=[O:30])[C@@H:21]([NH:25][C:26](=[O:29])[O:27][CH3:28])[CH:22]([CH3:24])[CH3:23])=[N:11][C:7]=1[CH:6]=[CH:5]2.[CH3:34][CH:35]([CH3:71])[C@H:36]([NH:66][C:67](=[O:70])[O:68][CH3:69])[C:37](=[O:65])[N:38]1[CH2:42][CH2:41][CH2:40][C@H:39]1[C:43]1[NH:47][C:46]2[C:48]3[C:53]([CH:54]=[CH:55][C:45]=2[N:44]=1)=[CH:52][C:51](B1OC(C)(C)C(C)(C)O1)=[CH:50][CH:49]=3.C([O-])([O-])=O.[K+].[K+], predict the reaction product. The product is: [CH3:69][O:68][C:67]([NH:66][C@@H:36]([CH:35]([CH3:71])[CH3:34])[C:37]([N:38]1[CH2:42][CH2:41][CH2:40][C@H:39]1[C:43]1[NH:47][C:46]2[C:48]3[C:53]([CH:54]=[CH:55][C:45]=2[N:44]=1)=[CH:52][C:51]([C:2]1[CH:3]=[C:4]2[C:31](=[CH:32][CH:33]=1)[C:8]1[NH:9][C:10]([C@@H:12]4[CH2:16][C@H:15]([CH2:17][O:18][CH3:19])[CH2:14][N:13]4[C:20](=[O:30])[C@@H:21]([NH:25][C:26](=[O:29])[O:27][CH3:28])[CH:22]([CH3:24])[CH3:23])=[N:11][C:7]=1[CH:6]=[CH:5]2)=[CH:50][CH:49]=3)=[O:65])=[O:70]. (5) Given the reactants [Cl:1][C:2]1[N:7]=[C:6]2[N:8]([CH3:12])[C:9](=[O:11])[NH:10][C:5]2=[CH:4][CH:3]=1.[C:13](=O)([O-])[O-].[Cs+].[Cs+].C(I)[C:20]([CH3:23])(C)[CH3:21], predict the reaction product. The product is: [Cl:1][C:2]1[N:7]=[C:6]2[N:8]([CH3:12])[C:9](=[O:11])[N:10]([CH2:13][CH:21]3[CH2:23][CH2:20]3)[C:5]2=[CH:4][CH:3]=1.